Predict the product of the given reaction. From a dataset of Forward reaction prediction with 1.9M reactions from USPTO patents (1976-2016). (1) Given the reactants Cl[CH2:2][C:3]([NH:5][C:6]1[S:7][C:8]2[CH:14]=[CH:13][CH:12]=[C:11]([O:15][C:16]3[CH:21]=[C:20]([C:22]4[CH:27]=[CH:26][C:25]([C:28]([F:31])([F:30])[F:29])=[CH:24][CH:23]=4)[N:19]=[CH:18][N:17]=3)[C:9]=2[N:10]=1)=[O:4].[NH:32]1[CH2:37][CH2:36][O:35][CH2:34][CH2:33]1, predict the reaction product. The product is: [N:32]1([CH2:2][C:3]([NH:5][C:6]2[S:7][C:8]3[CH:14]=[CH:13][CH:12]=[C:11]([O:15][C:16]4[CH:21]=[C:20]([C:22]5[CH:27]=[CH:26][C:25]([C:28]([F:31])([F:30])[F:29])=[CH:24][CH:23]=5)[N:19]=[CH:18][N:17]=4)[C:9]=3[N:10]=2)=[O:4])[CH2:37][CH2:36][O:35][CH2:34][CH2:33]1. (2) Given the reactants Cl.[CH3:2][O:3][C:4](=[O:11])[C@H:5]([C@H:7]([CH2:9][CH3:10])[CH3:8])[NH2:6].C1COCC1.[CH:17](=O)[C:18]1[CH:23]=[CH:22][CH:21]=[CH:20][CH:19]=1.CCN(CC)CC.[BH4-].[Na+], predict the reaction product. The product is: [CH2:17]([NH:6][C@@H:5]([C@@H:7]([CH3:8])[CH2:9][CH3:10])[C:4]([O:3][CH3:2])=[O:11])[C:18]1[CH:23]=[CH:22][CH:21]=[CH:20][CH:19]=1. (3) Given the reactants Br[C:2]1[C:3](C2C=CC=CC=2)=[N:4][NH:5][CH:6]=1.C1C=C[C:16](/[CH:19]=[CH:20]/[C:21](/[CH:23]=[CH:24]/[C:25]2[CH:30]=[CH:29][CH:28]=[CH:27][CH:26]=2)=O)=[CH:17][CH:18]=1.C1C=C[C:34](/[CH:37]=[CH:38]/[C:39](/[CH:41]=[CH:42]/[C:43]2[CH:48]=[CH:47][CH:46]=[CH:45][CH:44]=2)=[O:40])=CC=1.C1C=CC(/C=C/C(/C=C/C2C=CC=CC=2)=O)=CC=1.[Pd:67].[Pd].Cl.[Pd], predict the reaction product. The product is: [CH2:2]([C:3]1[N:4]([C:48]2[CH:47]=[CH:46][CH:45]=[CH:44][C:43]=2[C:42]2[CH:34]=[CH:37][CH:38]=[C:39]([OH:40])[CH:41]=2)[N:5]=[C:24]([C:25]2[CH:26]=[CH:27][CH:28]=[CH:29][CH:30]=2)[C:23]=1[C:21]1[CH:18]=[CH:17][CH:16]=[CH:19][CH:20]=1)[CH3:6].[Pd:67]. (4) Given the reactants [CH3:1][S:2][C:3]1[S:4][C:5]([C:13]2[CH:17]=[CH:16][N:15]([CH2:18][O:19][CH2:20][CH2:21][Si:22]([CH3:25])([CH3:24])[CH3:23])[N:14]=2)=[C:6]2[CH2:11][CH2:10][NH:9][C:8](=[O:12])[C:7]=12.[H-].[Na+].I[CH:29]([CH3:31])[CH3:30], predict the reaction product. The product is: [CH3:1][S:2][C:3]1[S:4][C:5]([C:13]2[CH:17]=[CH:16][N:15]([CH2:18][O:19][CH2:20][CH2:21][Si:22]([CH3:24])([CH3:23])[CH3:25])[N:14]=2)=[C:6]2[CH2:11][CH2:10][N:9]([CH:29]([CH3:31])[CH3:30])[C:8](=[O:12])[C:7]=12. (5) Given the reactants [C:1]([O:5][C:6](=[O:18])[NH:7][CH2:8][C:9]1[CH:10]=[CH:11][C:12]2[CH:16]=[CH:15][S:14][C:13]=2[CH:17]=1)([CH3:4])([CH3:3])[CH3:2].C(OB(OC(C)C)OC(C)C)(C)C.C(NC(C)C)(C)C.[Li].[Cl:40][C:41]1[N:46]=[C:45](Cl)[CH:44]=[CH:43][N:42]=1.C(=O)([O-])[O-].[Na+].[Na+], predict the reaction product. The product is: [C:1]([O:5][C:6](=[O:18])[NH:7][CH2:8][C:9]1[CH:10]=[CH:11][C:12]2[CH:16]=[C:15]([C:43]3[CH:44]=[CH:45][N:46]=[C:41]([Cl:40])[N:42]=3)[S:14][C:13]=2[CH:17]=1)([CH3:4])([CH3:2])[CH3:3]. (6) Given the reactants [F:1][C:2]1[C:14]([Sn](C)(C)C)=[CH:13][C:5]2[CH2:6][C:7](=[O:12])[CH:8]3[CH2:11][CH:10]([C:4]=2[CH:3]=1)[CH2:9]3.[I:19]I.BrC1C(F)=CC2C3CC(C(=O)CC=2C=1)C3.[SnH4], predict the reaction product. The product is: [F:1][C:2]1[C:14]([I:19])=[CH:13][C:5]2[CH2:6][C:7](=[O:12])[CH:8]3[CH2:11][CH:10]([C:4]=2[CH:3]=1)[CH2:9]3. (7) Given the reactants [C:1]([O:5][C@@H:6]([C:12]1[C:13]([CH3:36])=[N:14][C:15]2[N:16]([N:30]=[C:31]([C:33](O)=[O:34])[CH:32]=2)[C:17]=1[C:18]1[C:19]([CH3:29])=[C:20]2[C:25](=[C:26]([F:28])[CH:27]=1)[O:24][CH2:23][CH2:22][CH2:21]2)[C:7]([O:9][CH2:10][CH3:11])=[O:8])([CH3:4])([CH3:3])[CH3:2].[F:37][C:38]1[CH:43]=[CH:42][C:41]([CH2:44][NH2:45])=[CH:40][CH:39]=1.CCN(C(C)C)C(C)C.CN(C(ON1N=NC2C=CC=NC1=2)=[N+](C)C)C.F[P-](F)(F)(F)(F)F, predict the reaction product. The product is: [C:1]([O:5][C@@H:6]([C:12]1[C:13]([CH3:36])=[N:14][C:15]2[N:16]([N:30]=[C:31]([C:33](=[O:34])[NH:45][CH2:44][C:41]3[CH:42]=[CH:43][C:38]([F:37])=[CH:39][CH:40]=3)[CH:32]=2)[C:17]=1[C:18]1[C:19]([CH3:29])=[C:20]2[C:25](=[C:26]([F:28])[CH:27]=1)[O:24][CH2:23][CH2:22][CH2:21]2)[C:7]([O:9][CH2:10][CH3:11])=[O:8])([CH3:3])([CH3:4])[CH3:2]. (8) Given the reactants [NH2:1][C:2]1[C:3]2[C:28]([NH:30]C(=O)OC(C)(C)C)([CH3:29])[C:27](=[O:38])[NH:26][C:4]=2[N:5]=[C:6]([C:8]2[C:16]3[C:11](=[N:12][CH:13]=[CH:14][CH:15]=3)[N:10]([CH2:17][CH2:18][C:19]([F:25])([F:24])[C:20]([F:23])([F:22])[F:21])[N:9]=2)[N:7]=1.FC(F)(F)C(O)=O, predict the reaction product. The product is: [NH2:1][C:2]1[C:3]2[C:28]([NH2:30])([CH3:29])[C:27](=[O:38])[NH:26][C:4]=2[N:5]=[C:6]([C:8]2[C:16]3[C:11](=[N:12][CH:13]=[CH:14][CH:15]=3)[N:10]([CH2:17][CH2:18][C:19]([F:25])([F:24])[C:20]([F:21])([F:23])[F:22])[N:9]=2)[N:7]=1. (9) Given the reactants [F:1][C:2]1[CH:7]=[CH:6][CH:5]=[C:4]([F:8])[C:3]=1[C:9]1[O:10][C:11]([NH:16][C:17]2[CH:22]=[CH:21][CH:20]=[CH:19][C:18]=2[O:23][CH3:24])=[C:12]([C:14]#[N:15])[N:13]=1.[OH-:25].[K+], predict the reaction product. The product is: [F:8][C:4]1[CH:5]=[CH:6][CH:7]=[C:2]([F:1])[C:3]=1[C:9]1[O:10][C:11]([NH:16][C:17]2[CH:22]=[CH:21][CH:20]=[CH:19][C:18]=2[O:23][CH3:24])=[C:12]([C:14]([NH2:15])=[O:25])[N:13]=1.